The task is: Predict the product of the given reaction.. This data is from Forward reaction prediction with 1.9M reactions from USPTO patents (1976-2016). (1) Given the reactants [F:1][C:2]1[CH:7]=[CH:6][C:5]([CH2:8][CH:9]([C:13]2[CH:18]=[CH:17][C:16]([S:19]([CH3:22])(=[O:21])=[O:20])=[CH:15][CH:14]=2)[C:10]([OH:12])=O)=[CH:4][CH:3]=1.[CH3:23][O:24][CH2:25][CH2:26][N:27]([CH2:29][C:30]1[N:31]=[CH:32][C:33]([NH2:36])=[N:34][CH:35]=1)[CH3:28].CCN=C=NCCCN(C)C.Cl.C([O-])(O)=O.[Na+], predict the reaction product. The product is: [F:1][C:2]1[CH:7]=[CH:6][C:5]([CH2:8][CH:9]([C:13]2[CH:18]=[CH:17][C:16]([S:19]([CH3:22])(=[O:20])=[O:21])=[CH:15][CH:14]=2)[C:10]([NH:36][C:33]2[CH:32]=[N:31][C:30]([CH2:29][N:27]([CH2:26][CH2:25][O:24][CH3:23])[CH3:28])=[CH:35][N:34]=2)=[O:12])=[CH:4][CH:3]=1. (2) Given the reactants [CH:1]([C:4]1[NH:5][C:6]2[C:11]([C:12]=1[CH:13]=[O:14])=[CH:10][CH:9]=[C:8]([O:15]C)[CH:7]=2)([CH3:3])[CH3:2].Br[CH2:18][C:19]1[CH:20]=[N:21][CH:22]=[CH:23][CH:24]=1.Br.[F:26][C:27]1[CH:28]=[C:29]([CH2:33][NH2:34])[CH:30]=[N:31][CH:32]=1, predict the reaction product. The product is: [F:26][C:27]1[CH:28]=[C:29]([CH2:33][NH:34][C:13]([C:12]2[C:11]3[C:6](=[CH:7][C:8]([OH:15])=[CH:9][CH:10]=3)[N:5]([CH2:18][C:19]3[CH:20]=[N:21][CH:22]=[CH:23][CH:24]=3)[C:4]=2[CH:1]([CH3:2])[CH3:3])=[O:14])[CH:30]=[N:31][CH:32]=1.